From a dataset of Reaction yield outcomes from USPTO patents with 853,638 reactions. Predict the reaction yield, written as a fraction of the theoretical maximum amount of product (1.0 means a 100% yield; for example, 0.34 means a 34% yield). (1) The catalyst is O1CCOCC1.Cl[Pd]Cl. The reactants are [NH2:1][C:2]1[N:3]=[CH:4][C:5]([C:20]2[CH:30]=[CH:29][C:23]([C:24]([N:26]([CH3:28])[CH3:27])=[O:25])=[CH:22][CH:21]=2)=[N:6][C:7]=1[C:8]1[O:9][C:10]([C:13]2[CH:18]=[CH:17][CH:16]=[CH:15][C:14]=2Br)=[N:11][N:12]=1.[S:31]1[CH:35]=[CH:34][C:33](B(O)O)=[CH:32]1.C(=O)([O-])[O-].[Cs+].[Cs+].C1(P(C2C=CC=CC=2)C2C=CC=CC=2)C=CC=CC=1. The yield is 0.170. The product is [NH2:1][C:2]1[N:3]=[CH:4][C:5]([C:20]2[CH:30]=[CH:29][C:23]([C:24]([N:26]([CH3:28])[CH3:27])=[O:25])=[CH:22][CH:21]=2)=[N:6][C:7]=1[C:8]1[O:9][C:10]([C:13]2[CH:18]=[CH:17][CH:16]=[CH:15][C:14]=2[C:33]2[CH:34]=[CH:35][S:31][CH:32]=2)=[N:11][N:12]=1. (2) The reactants are [Br:1][C:2]1[CH:3]=[N:4][N:5]([CH3:16])[C:6]=1[C:7]1[CH:8]=[C:9]([C:13]([OH:15])=O)[S:10][C:11]=1[Cl:12].[NH2:17][C@@H:18]([CH2:31][C:32]1[CH:37]=[CH:36][CH:35]=[C:34]([F:38])[CH:33]=1)[CH2:19][N:20]1[C:28](=[O:29])[C:27]2[C:22](=[CH:23][CH:24]=[CH:25][CH:26]=2)[C:21]1=[O:30].CC(OC(N[C@H](C(O)=O)CC1C=CC=CC=1C(F)(F)F)=O)(C)C.C1CN([P+](Br)(N2CCCC2)N2CCCC2)CC1.F[P-](F)(F)(F)(F)F.CCN(C(C)C)C(C)C. The catalyst is C(Cl)(Cl)Cl. The product is [Br:1][C:2]1[CH:3]=[N:4][N:5]([CH3:16])[C:6]=1[C:7]1[CH:8]=[C:9]([C:13]([NH:17][C@@H:18]([CH2:31][C:32]2[CH:37]=[CH:36][CH:35]=[C:34]([F:38])[CH:33]=2)[CH2:19][N:20]2[C:28](=[O:29])[C:27]3[C:22](=[CH:23][CH:24]=[CH:25][CH:26]=3)[C:21]2=[O:30])=[O:15])[S:10][C:11]=1[Cl:12]. The yield is 0.450.